This data is from Experimentally validated miRNA-target interactions with 360,000+ pairs, plus equal number of negative samples. The task is: Binary Classification. Given a miRNA mature sequence and a target amino acid sequence, predict their likelihood of interaction. (1) The miRNA is hsa-miR-30c-1-3p with sequence CUGGGAGAGGGUUGUUUACUCC. The protein sequence of the target gene is MDLARKEFLRGNGLAAGKMNISIDLDTNYAELVLNVGRVTLGENNRKKMKDCQLRKQQNENVSRAVCALLNSGGGVIKAEVENKGYSYKKDGIGLDLENSFSNMLPFVPNFLDFMQNGNYFHIFVKSWSLETSGPQIATLSSSLYKRDVTSAKVMNASAALEFLKDMEKTGGRAYLRPEFPAKRACVDVQEESNMEALAADFFNRTELGYKEKLTFTESTHVEIKNFSTEKLLQRITEILPQYVSAFANTDGGYLFVGLNEDKEVIGFKAEKSYLTKLEEVTKNSIGKLPVHHFCVEKGT.... Result: 1 (interaction). (2) The miRNA is mmu-miR-470-5p with sequence UUCUUGGACUGGCACUGGUGAGU. The protein sequence of the target gene is MVELDADLDHIVPSVLPPFWAKLVVGFVSLLCFARSYDGDFVFDDSEAIVNNKDLQSDTPLGDLWHHDFWGSKLSSNTSHKSYRPLTVLTFRINYYLSGGFHPVGFHVVNILLHGSISILMLDVFSVLFGGLQYTGKGQRVHLAPRASLLATLLFAVHPVHTECVAGVVGRADLLCALFFLLSFLGYCQAFKETGNKEGTHSSTFWVLLSIFLGAVAMLCKEQGITVLGLNAVFDILVIGKLDILAAVRKVLHKDKSQENAGMFKNGGLLFRIALLTIGGTSMLYIRWKIMGTGPPAFTE.... Result: 0 (no interaction). (3) The miRNA is mmu-miR-744-5p with sequence UGCGGGGCUAGGGCUAACAGCA. The protein sequence of the target gene is MGSSHLLNKGLPLGVRPPIMNGPLHPRPLVALLDGRDCTVEMPILKDVATVAFCDAQSTQEIHEKVLNEAVGALMYHTITLTREDLEKFKALRIIVRIGSGFDNIDIKSAGDLGIAVCNVPAASVEETADSTLCHILNLYRRATWLHQALREGTRVQSVEQIREVASGAARIRGETLGIIGLGRVGQAVALRAKAFGFNVLFYDPYLSDGVERALGLQRVSTLQDLLFHSDCVTLHCGLNEHNHHLINDFTVKQMRQGAFLVNTARGGLVDEKALAQALKEGRIRGAALDVHESEPFSFS.... Result: 0 (no interaction). (4) The miRNA is hsa-miR-216a-5p with sequence UAAUCUCAGCUGGCAACUGUGA. The protein sequence of the target gene is MDVKERKPYRSLTRRRDAERRYTSSSADSEEGKGPQKSYSSSETLKAYDQDARLAYGSRVKDMVPQEAEEFCRTGTNFTLRELGLGEMTPPHGTLYRTDIGLPHCGYSMGASSDADLEADTVLSPEHPVRLWGRSTRSGRSSCLSSRANSNLTLTDTEHENTETDHPSSLQNHPRLRTPPPPLPHAHTPNQHHAASINSLNRGNFTPRSNPSPAPTDHSLSGEPPAGSAQEPTHAQDNWLLNSNIPLETRNLGKQPFLGTLQDNLIEMDILSASRHDGAYSDGHFLFKPGGTSPLFCTTS.... Result: 0 (no interaction). (5) The miRNA is hsa-miR-2276-3p with sequence UCUGCAAGUGUCAGAGGCGAGG. The protein sequence of the target gene is MEGAALLRVSVLCIWMSALFLGVGVRAEEAGARVQQNVPSGTDTGDPQSKPLGDWAAGTMDPESSIFIEDAIKYFKEKVSTQNLLLLLTDNEAWNGFVAAAELPRNEADELRKALDNLARQMIMKDKNWHDKGQQYRNWFLKEFPRLKSELEDNIRRLRALADGVQKVHKGTTIANVVSGSLSISSGILTLVGMGLAPFTEGGSLVLLEPGMELGITAALTGITSSTMDYGKKWWTQAQAHDLVIKSLDKLKEVREFLGENISNFLSLAGNTYQLTRGIGKDIRALRRARANLQSVPHAS.... Result: 1 (interaction). (6) The miRNA is hsa-miR-193b-3p with sequence AACUGGCCCUCAAAGUCCCGCU. The protein sequence of the target gene is MATEHPEPPKAELQLPPPPPPGHYGAWAAQELQAKLAEIGAPIQGNREELVERLQSYTRQTGIVLNRPVLRGEDGDKAAPPPMSAQLPGIPMPPPPLGLPPLQPPPPPPPPPPGLGLGFPMAHPPNLGPPPPLRVGEPVALSEEERLKLAQQQAALLMQQEERAKQQGDHSLKEHELLEQQKRAAVLLEQERQQEIAKMGTPVPRPPQDMGQIGVRTPLGPRVAAPVGPVGPTPTVLPMGAPVPRPRGPPPPPGDENREMDDPSVGPKIPQALEKILQLKESRQEEMNSQQEEEEMETDA.... Result: 1 (interaction). (7) The protein sequence of the target gene is MAAHHRQNTAGRRKVQVSYVIRDEVEKYNRNGVNALQLDPALNRLFTAGRDSIIRIWSVNQHKQDPYIASMEHHTDWVNDVVLCCNGKTLISASSDTTVKVWNAHKGFCMSTLRTHKDYVKALAYAKDKELVASAGLDRQIFLWDVNTLTALTASNNTVTTSSLSGNKDSIYSLAMNQLGTIIVSGSTEKVLRVWDPRTCAKLMKLKGHTDNVKALLLHRDGTQCLSGSSDGTIRLWSLGQQRCIATYRVHDEGVWALQVNDAFTHVYSGGRDRKIYCTDLRNPDIRVLICEEKAPVLKM.... Result: 0 (no interaction). The miRNA is hsa-miR-548z with sequence CAAAAACCGCAAUUACUUUUGCA. (8) The miRNA is hsa-miR-26b-5p with sequence UUCAAGUAAUUCAGGAUAGGU. The protein sequence of the target gene is MAVAGPAPGAGARPRLDLQFLQRFLQILKVLFPSWSSQNALMFLTLLCLTLLEQFVIYQVGLIPSQYYGVLGNKDLEGFKTLTFLAVMLIVLNSTLKSFDQFTCNLLYVSWRKDLTEHLHRLYFRGRAYYTLNVLRDDIDNPDQRISQDVERFCRQLSSMASKLIISPFTLVYYTYQCFQSTGWLGPVSIFGYFILGTVVNKTLMGPIVMKLVHQEKLEGDFRFKHMQIRVNAEPAAFYRAGHVEHMRTDRRLQRLLQTQRELMSKELWLYIGINTFDYLGSILSYVVIAIPIFSGVYGD.... Result: 1 (interaction).